Dataset: Catalyst prediction with 721,799 reactions and 888 catalyst types from USPTO. Task: Predict which catalyst facilitates the given reaction. (1) Reactant: [Br:1][C:2]1[CH:3]=[C:4]2[C:8](=[CH:9][C:10]=1[O:11][CH3:12])[C:7](=[O:13])[CH2:6][CH2:5]2.[F:14][C:15]([F:25])([F:24])[C:16]1[CH:17]=[C:18]([CH:21]=[CH:22][CH:23]=1)[CH:19]=O.CC1C=CC(S(O)(=O)=O)=CC=1. Product: [Br:1][C:2]1[CH:3]=[C:4]2[C:8](=[CH:9][C:10]=1[O:11][CH3:12])[C:7](=[O:13])/[C:6](=[CH:19]/[C:18]1[CH:21]=[CH:22][CH:23]=[C:16]([C:15]([F:14])([F:24])[F:25])[CH:17]=1)/[CH2:5]2. The catalyst class is: 133. (2) Reactant: [C:1]([C:7]1C(C2CN(C)CCC=2)=NNC=1)#[C:2][CH2:3][CH2:4][CH2:5][CH3:6].C#CCCCCC.[C:26]1([S:32]([N:35]2[CH:39]=[C:38](Br)[C:37]([C:41]3[CH:42]=[N:43][CH:44]=[CH:45][CH:46]=3)=[N:36]2)(=[O:34])=[O:33])[CH:31]=[CH:30][CH:29]=[CH:28][CH:27]=1. Product: [C:26]1([S:32]([N:35]2[CH:39]=[C:38]([C:7]#[C:1][CH2:2][CH2:3][CH2:4][CH2:5][CH3:6])[C:37]([C:41]3[CH:42]=[N:43][CH:44]=[CH:45][CH:46]=3)=[N:36]2)(=[O:34])=[O:33])[CH:31]=[CH:30][CH:29]=[CH:28][CH:27]=1. The catalyst class is: 27. (3) Reactant: [CH3:1][C:2]([NH:5][CH2:6][C:7]([NH:9][C:10]1[CH:11]=[C:12]([N:40]([CH3:42])[CH3:41])[C:13]2[CH2:25][C@@H:24]3[C:19](=[C:20]([OH:39])[C@:21]4([OH:38])[C:29](=[O:30])[C:28]([C:31]([NH2:33])=[O:32])=[C:27]([OH:34])[C@@H:26]([N:35]([CH3:37])[CH3:36])[C@@H:22]4[CH2:23]3)[C:17](=[O:18])[C:14]=2[C:15]=1[OH:16])=[O:8])([CH3:4])[CH3:3].[ClH:43]. Product: [CH3:4][C:2]([NH:5][CH2:6][C:7]([NH:9][C:10]1[CH:11]=[C:12]([N:40]([CH3:42])[CH3:41])[C:13]2[CH2:25][C@@H:24]3[C:19](=[C:17]([OH:18])[C:14]=2[C:15]=1[OH:16])[C:20](=[O:39])[C@@:21]1([OH:38])[C@H:22]([C@H:26]([N:35]([CH3:36])[CH3:37])[C:27]([C:28]([C:31]([NH2:33])=[O:32])=[C:29]1[OH:30])=[O:34])[CH2:23]3)=[O:8])([CH3:1])[CH3:3].[ClH:43]. The catalyst class is: 311. (4) Product: [Cl:1][C:2]1[CH:3]=[CH:4][C:5]2[O:10][CH:9]([C:11]3[O:12][C:28](=[O:29])[NH:14][N:13]=3)[O:8][C:7]([CH:21]3[CH2:22][CH2:23][CH2:24][CH2:25][CH2:26]3)([CH:15]3[CH2:20][CH2:19][CH2:18][CH2:17][CH2:16]3)[C:6]=2[CH:27]=1. The catalyst class is: 260. Reactant: [Cl:1][C:2]1[CH:3]=[CH:4][C:5]2[O:10][CH:9]([C:11]([NH:13][NH2:14])=[O:12])[O:8][C:7]([CH:21]3[CH2:26][CH2:25][CH2:24][CH2:23][CH2:22]3)([CH:15]3[CH2:20][CH2:19][CH2:18][CH2:17][CH2:16]3)[C:6]=2[CH:27]=1.[C:28](Cl)(Cl)=[O:29]. (5) Reactant: [CH2:1]([OH:22])[CH2:2][CH:3]([OH:21])[CH2:4][CH2:5][CH2:6][CH2:7][CH2:8][CH2:9][CH2:10][CH2:11][CH2:12][CH2:13][CH2:14][CH2:15][CH2:16][CH2:17][CH2:18][CH2:19][CH3:20].[CH3:23][O:24][C:25]1[CH:46]=[CH:45][C:28]([C:29](Cl)([C:38]2[CH:43]=[CH:42][CH:41]=[CH:40][CH:39]=2)[C:30]2[CH:35]=[CH:34][C:33]([O:36][CH3:37])=[CH:32][CH:31]=2)=[CH:27][CH:26]=1. Product: [CH3:37][O:36][C:33]1[CH:32]=[CH:31][C:30]([C:29]([C:28]2[CH:27]=[CH:26][C:25]([O:24][CH3:23])=[CH:46][CH:45]=2)([C:38]2[CH:43]=[CH:42][CH:41]=[CH:40][CH:39]=2)[O:22][CH2:1][CH2:2][CH:3]([OH:21])[CH2:4][CH2:5][CH2:6][CH2:7][CH2:8][CH2:9][CH2:10][CH2:11][CH2:12][CH2:13][CH2:14][CH2:15][CH2:16][CH2:17][CH2:18][CH2:19][CH3:20])=[CH:35][CH:34]=1. The catalyst class is: 17. (6) Product: [NH2:14][CH2:13][CH:10]1[CH2:11][CH2:12][N:7]([C:5]([C:4]2[CH:22]=[CH:23][N:24]=[C:2]([F:1])[CH:3]=2)=[O:6])[CH2:8][CH2:9]1. Reactant: [F:1][C:2]1[CH:3]=[C:4]([CH:22]=[CH:23][N:24]=1)[C:5]([N:7]1[CH2:12][CH2:11][CH:10]([CH2:13][NH:14]C(=O)OC(C)(C)C)[CH2:9][CH2:8]1)=[O:6].C(O)(C(F)(F)F)=O. The catalyst class is: 4. (7) Reactant: [I:1][C:2]1[CH:10]=[CH:9][C:5]([C:6]([O-])=[O:7])=[CH:4][CH:3]=1.S(Cl)([Cl:13])=O. Product: [I:1][C:2]1[CH:10]=[CH:9][C:5]([C:6]([Cl:13])=[O:7])=[CH:4][CH:3]=1. The catalyst class is: 9. (8) Reactant: [CH3:1][S:2][C:3]1[N:4]([C:15]2[CH:20]=[CH:19][C:18]([O:21][CH2:22][C:23]([F:26])([F:25])[F:24])=[CH:17][CH:16]=2)[C:5](=[O:14])[C:6]2[CH2:12][CH2:11][C:10](=[O:13])[NH:9][C:7]=2[N:8]=1.[OH:27]OS([O-])=O.[K+]. Product: [CH3:1][S:2]([C:3]1[N:4]([C:15]2[CH:16]=[CH:17][C:18]([O:21][CH2:22][C:23]([F:24])([F:26])[F:25])=[CH:19][CH:20]=2)[C:5](=[O:14])[C:6]2[CH2:12][CH2:11][C:10](=[O:13])[NH:9][C:7]=2[N:8]=1)=[O:27]. The catalyst class is: 86. (9) Reactant: [C:1]([C:3]1[CH:11]=[CH:10][C:6]([C:7]([NH2:9])=[O:8])=[CH:5][CH:4]=1)#[N:2].[NH2:12][OH:13]. Product: [NH2:2][C:1](=[N:12][OH:13])[C:3]1[CH:11]=[CH:10][C:6]([C:7]([NH2:9])=[O:8])=[CH:5][CH:4]=1. The catalyst class is: 14. (10) Reactant: C(N(C(C)C)C(Cl)=O)(C)C.[CH:11]([N:14]([C:18]([N:20]=[C:21]=[S:22])=[O:19])[CH:15]([CH3:17])[CH3:16])([CH3:13])[CH3:12].[Cl:23][C:24]1[CH:25]=[C:26]([CH:28]=[CH:29][C:30]=1[O:31][C:32]1[C:41]2[C:36](=[CH:37][C:38]([O:44][CH3:45])=[C:39]([O:42][CH3:43])[CH:40]=2)[N:35]=[CH:34][CH:33]=1)[NH2:27].C1(C)C=CC=CC=1. Product: [CH:11]([N:14]([C:18]([N:20]=[C:21]=[S:22])=[O:19])[CH:15]([CH3:17])[CH3:16])([CH3:12])[CH3:13].[Cl:23][C:24]1[CH:25]=[C:26]([NH:27][C:21]([NH:20][C:18]([N:14]([CH:15]([CH3:17])[CH3:16])[CH:11]([CH3:12])[CH3:13])=[O:19])=[S:22])[CH:28]=[CH:29][C:30]=1[O:31][C:32]1[C:41]2[C:36](=[CH:37][C:38]([O:44][CH3:45])=[C:39]([O:42][CH3:43])[CH:40]=2)[N:35]=[CH:34][CH:33]=1. The catalyst class is: 8.